This data is from Full USPTO retrosynthesis dataset with 1.9M reactions from patents (1976-2016). The task is: Predict the reactants needed to synthesize the given product. (1) The reactants are: C([O:3][C:4]([CH:6]1[CH2:8][CH:7]1[CH2:9][NH:10][CH:11]1[CH2:16][CH2:15][N:14]([C:17]2[S:18][CH:19]=[C:20]([C:22]3[CH:31]=[CH:30][C:29]4[C:28]([CH3:33])([CH3:32])[CH2:27][CH2:26][C:25]([CH3:35])([CH3:34])[C:24]=4[CH:23]=3)[N:21]=2)[CH2:13][CH2:12]1)=O)C.[H-].C([Al+]CC(C)C)C(C)C.O.CC(=O)OCC. Given the product [CH3:32][C:28]1([CH3:33])[CH2:27][CH2:26][C:25]([CH3:34])([CH3:35])[C:24]2[CH:23]=[C:22]([C:20]3[N:21]=[C:17]([N:14]4[CH2:15][CH2:16][CH:11]([NH:10][CH2:9][CH:7]5[CH2:8][CH:6]5[CH2:4][OH:3])[CH2:12][CH2:13]4)[S:18][CH:19]=3)[CH:31]=[CH:30][C:29]1=2, predict the reactants needed to synthesize it. (2) Given the product [I:18][C:15]1[C:9]2[C:10](=[N:11][CH:12]=[C:7]([N:1]3[CH2:2][CH2:3][O:4][CH2:5][CH2:6]3)[CH:8]=2)[NH:13][CH:14]=1, predict the reactants needed to synthesize it. The reactants are: [N:1]1([C:7]2[CH:8]=[C:9]3[CH:15]=[CH:14][NH:13][C:10]3=[N:11][CH:12]=2)[CH2:6][CH2:5][O:4][CH2:3][CH2:2]1.[OH-].[K+].[I:18]I.[O-]S([O-])(=S)=O.[Na+].[Na+]. (3) The reactants are: [Cl:1][C:2]1[CH:3]=[C:4]([C:12]2[N:16]=[C:15]([C:17]3[CH:22]=[CH:21][C:20]([NH:23][C@H:24]4[CH2:28][CH2:27][C@@H:26]([C:29]([OH:31])=[O:30])[CH2:25]4)=[CH:19][CH:18]=3)[O:14][N:13]=2)[CH:5]=[CH:6][C:7]=1[O:8][CH:9]([CH3:11])[CH3:10].C=O.[C:34](O[BH-](OC(=O)C)OC(=O)C)(=O)C.[Na+]. Given the product [Cl:1][C:2]1[CH:3]=[C:4]([C:12]2[N:16]=[C:15]([C:17]3[CH:22]=[CH:21][C:20]([N:23]([CH3:34])[C@H:24]4[CH2:28][CH2:27][C@@H:26]([C:29]([OH:31])=[O:30])[CH2:25]4)=[CH:19][CH:18]=3)[O:14][N:13]=2)[CH:5]=[CH:6][C:7]=1[O:8][CH:9]([CH3:11])[CH3:10], predict the reactants needed to synthesize it. (4) Given the product [CH:13]([C:15]1[CH:20]=[CH:19][CH:18]=[CH:17][C:16]=1[CH:21]=[CH2:22])=[CH2:14].[OH:4][C:5]1[CH:12]=[CH:11][C:8]([CH:9]=[CH2:10])=[CH:7][CH:6]=1, predict the reactants needed to synthesize it. The reactants are: C([O:4][C:5]1[CH:12]=[CH:11][C:8]([CH:9]=[CH2:10])=[CH:7][CH:6]=1)(=O)C.[CH:13]([C:15]1[CH:20]=[CH:19][CH:18]=[CH:17][C:16]=1[CH:21]=[CH2:22])=[CH2:14].C(C(CCCC)CO)C. (5) Given the product [CH3:25][O:24][C:21]1[CH:20]=[CH:19][C:18]([C:17]([O:1][CH2:2][C:3]2[CH:4]=[C:5]([CH:8]=[CH:9][CH:10]=2)[C:6]#[N:7])([C:26]2[CH:27]=[CH:28][CH:29]=[CH:30][CH:31]=2)[C:16]2[CH:33]=[CH:34][C:13]([O:12][CH3:11])=[CH:14][CH:15]=2)=[CH:23][CH:22]=1, predict the reactants needed to synthesize it. The reactants are: [OH:1][CH2:2][C:3]1[CH:4]=[C:5]([CH:8]=[CH:9][CH:10]=1)[C:6]#[N:7].[CH3:11][O:12][C:13]1[CH:34]=[CH:33][C:16]([C:17](Cl)([C:26]2[CH:31]=[CH:30][CH:29]=[CH:28][CH:27]=2)[C:18]2[CH:23]=[CH:22][C:21]([O:24][CH3:25])=[CH:20][CH:19]=2)=[CH:15][CH:14]=1.O.